The task is: Predict the product of the given reaction.. This data is from Forward reaction prediction with 1.9M reactions from USPTO patents (1976-2016). (1) Given the reactants C1C=C(Cl)C=C(C(OO)=O)C=1.CS[C:14]1[N:19]=[C:18]([N:20]2[C:29]3[C:24](=[CH:25][N:26]=[C:27]([C:30]4[CH:35]=[CH:34][CH:33]=[CH:32][CH:31]=4)[CH:28]=3)[CH2:23][CH2:22][CH2:21]2)[CH:17]=[CH:16][N:15]=1.[NH2:36][CH:37]1[CH2:42][CH2:41][N:40]([C:43]([O:45][C:46]([CH3:49])([CH3:48])[CH3:47])=[O:44])[CH2:39][CH2:38]1, predict the reaction product. The product is: [C:30]1([C:27]2[CH:28]=[C:29]3[C:24]([CH2:23][CH2:22][CH2:21][N:20]3[C:18]3[CH:17]=[CH:16][N:15]=[C:14]([NH:36][CH:37]4[CH2:38][CH2:39][N:40]([C:43]([O:45][C:46]([CH3:49])([CH3:48])[CH3:47])=[O:44])[CH2:41][CH2:42]4)[N:19]=3)=[CH:25][N:26]=2)[CH:35]=[CH:34][CH:33]=[CH:32][CH:31]=1. (2) Given the reactants [CH:1]([O:4][C:5]([C:7]1[C:12](=[O:13])[N:11]([CH2:14][C:15]2[CH:20]=[CH:19][CH:18]=[C:17]([F:21])[CH:16]=2)[C:10]2[CH:22]=[CH:23][S:24][C:9]=2[C:8]=1O)=[O:6])([CH3:3])[CH3:2].C(OC(C1C(=O)N(CC2C=CC=C(F)C=2)C2C=CSC=2C=1[Cl:49])=O)C, predict the reaction product. The product is: [CH:1]([O:4][C:5]([C:7]1[C:12](=[O:13])[N:11]([CH2:14][C:15]2[CH:20]=[CH:19][CH:18]=[C:17]([F:21])[CH:16]=2)[C:10]2[CH:22]=[CH:23][S:24][C:9]=2[C:8]=1[Cl:49])=[O:6])([CH3:3])[CH3:2].